This data is from Full USPTO retrosynthesis dataset with 1.9M reactions from patents (1976-2016). The task is: Predict the reactants needed to synthesize the given product. (1) Given the product [O:6]1[CH2:7][CH2:8][C:3]2([O:9][C:13]3[C:14]4[C:19]([C:10](=[O:21])[C:11](=[O:20])[C:12]=3[S:1][CH2:2]2)=[CH:18][CH:17]=[CH:16][CH:15]=4)[CH2:4][CH2:5]1, predict the reactants needed to synthesize it. The reactants are: [SH:1][CH2:2][C:3]1([OH:9])[CH2:8][CH2:7][O:6][CH2:5][CH2:4]1.[C:10]1(=[O:21])[C:19]2[C:14](=[CH:15][CH:16]=[CH:17][CH:18]=2)[CH:13]=[CH:12][C:11]1=[O:20]. (2) Given the product [Cl:11][C:10]1[C:3]2[C:2]([N:12]3[CH2:17][CH2:16][CH2:15][CH2:14][CH2:13]3)=[N:7][CH:6]=[N:5][C:4]=2[NH:8][CH:9]=1, predict the reactants needed to synthesize it. The reactants are: Cl[C:2]1[C:3]2[C:10]([Cl:11])=[CH:9][NH:8][C:4]=2[N:5]=[CH:6][N:7]=1.[NH:12]1[CH2:17][CH2:16][CH2:15][CH2:14][CH2:13]1.O.Cl. (3) Given the product [C:5]([O:8][CH2:9][C@H:10]1[CH2:15][C@@H:14]([O:16][Si:17]([C:30]([CH3:33])([CH3:31])[CH3:32])([C:24]2[CH:25]=[CH:26][CH:27]=[CH:28][CH:29]=2)[C:18]2[CH:23]=[CH:22][CH:21]=[CH:20][CH:19]=2)[CH2:13][CH2:12][C@@:11]1([C@@H:34]1[C@@H:42]([CH2:43][N:1]=[N+:2]=[N-:3])[C@H:41]2[C@@:37]([CH3:55])([C:38]([C:49]3[CH:54]=[CH:53][CH:52]=[CH:51][CH:50]=3)=[CH:39][CH2:40]2)[CH2:36][CH2:35]1)[CH3:56])(=[O:7])[CH3:6], predict the reactants needed to synthesize it. The reactants are: [N-:1]=[N+:2]=[N-:3].[Na+].[C:5]([O:8][CH2:9][C@H:10]1[CH2:15][C@@H:14]([O:16][Si:17]([C:30]([CH3:33])([CH3:32])[CH3:31])([C:24]2[CH:29]=[CH:28][CH:27]=[CH:26][CH:25]=2)[C:18]2[CH:23]=[CH:22][CH:21]=[CH:20][CH:19]=2)[CH2:13][CH2:12][C@:11]1([CH3:56])[C@@H:34]1[C@@H:42]([CH2:43]OS(C)(=O)=O)[C@H:41]2[C@@:37]([CH3:55])([C:38]([C:49]3[CH:54]=[CH:53][CH:52]=[CH:51][CH:50]=3)=[CH:39][CH2:40]2)[CH2:36][CH2:35]1)(=[O:7])[CH3:6]. (4) The reactants are: C([O:3][C:4]([C:6]1[O:7][C:8]2[CH:20]=[CH:19][C:18]([Cl:21])=[CH:17][C:9]=2[C:10]=1[NH:11][C:12](OCC)=[O:13])=O)C.O.[NH2:23][NH2:24]. Given the product [NH2:23][N:24]1[C:4](=[O:3])[C:6]2[O:7][C:8]3[CH:20]=[CH:19][C:18]([Cl:21])=[CH:17][C:9]=3[C:10]=2[NH:11][C:12]1=[O:13], predict the reactants needed to synthesize it. (5) Given the product [Cl:16][C:17]1[CH:22]=[CH:21][C:20]([S:23]([NH:8][C:6]2[CH:7]=[C:2]([Cl:1])[CH:3]=[CH:4][C:5]=2[O:9][C:10]2[CH:15]=[CH:14][CH:13]=[CH:12][CH:11]=2)(=[O:24])=[O:25])=[CH:19][C:18]=1[C:27]([F:30])([F:28])[F:29], predict the reactants needed to synthesize it. The reactants are: [Cl:1][C:2]1[CH:3]=[CH:4][C:5]([O:9][C:10]2[CH:15]=[CH:14][CH:13]=[CH:12][CH:11]=2)=[C:6]([NH2:8])[CH:7]=1.[Cl:16][C:17]1[CH:22]=[CH:21][C:20]([S:23](Cl)(=[O:25])=[O:24])=[CH:19][C:18]=1[C:27]([F:30])([F:29])[F:28].